From a dataset of Reaction yield outcomes from USPTO patents with 853,638 reactions. Predict the reaction yield, written as a fraction of the theoretical maximum amount of product (1.0 means a 100% yield; for example, 0.34 means a 34% yield). (1) The reactants are [CH3:1][C:2]1[C:3]([N:8]([C:22](=[O:38])[C:23]2[CH:28]=[CH:27][C:26](B3OC(C)(C)C(C)(C)O3)=[CH:25][CH:24]=2)[C@@H:9]2[CH2:14][CH2:13][CH2:12][N:11]([C:15]([O:17][C:18]([CH3:21])([CH3:20])[CH3:19])=[O:16])[CH2:10]2)=[N:4][CH:5]=[CH:6][CH:7]=1.I[C:40]1[CH:41]=[N:42][N:43]([CH3:50])[C:44]=1[C:45]1[N:46]=[N:47][NH:48][N:49]=1.[OH-].[Na+].CCCCP(C12CC3CC(CC(C3)C1)C2)C12CC3CC(CC(C3)C1)C2. The catalyst is CC([O-])=O.CC([O-])=O.[Pd+2].C1(C)C=CC=CC=1.O1CCOCC1. The product is [CH3:50][N:43]1[C:44]([C:45]2[N:49]=[N:48][NH:47][N:46]=2)=[C:40]([C:26]2[CH:27]=[CH:28][C:23]([C:22]([N:8]([C@@H:9]3[CH2:14][CH2:13][CH2:12][N:11]([C:15]([O:17][C:18]([CH3:21])([CH3:20])[CH3:19])=[O:16])[CH2:10]3)[C:3]3[C:2]([CH3:1])=[CH:7][CH:6]=[CH:5][N:4]=3)=[O:38])=[CH:24][CH:25]=2)[CH:41]=[N:42]1. The yield is 0.900. (2) The reactants are C([O:5][C:6]([CH:8]1[CH:12]([C:13]2[CH:18]=[CH:17][CH:16]=[C:15]([Cl:19])[C:14]=2[F:20])[C:11]([C:23]2[CH:28]=[CH:27][C:26]([Cl:29])=[CH:25][C:24]=2[F:30])([C:21]#[N:22])[CH:10]([CH2:31][C:32]2([CH3:36])[CH2:35][O:34][CH2:33]2)[NH:9]1)=[O:7])(C)(C)C.[F:37][C:38]([F:43])([F:42])[C:39]([OH:41])=[O:40]. The catalyst is ClCCl. The product is [F:37][C:38]([F:43])([F:42])[C:39]([OH:41])=[O:40].[Cl:19][C:15]1[C:14]([F:20])=[C:13]([CH:12]2[C:11]([C:23]3[CH:28]=[CH:27][C:26]([Cl:29])=[CH:25][C:24]=3[F:30])([C:21]#[N:22])[CH:10]([CH2:31][C:32]3([CH3:36])[CH2:33][O:34][CH2:35]3)[NH:9][CH:8]2[C:6]([OH:7])=[O:5])[CH:18]=[CH:17][CH:16]=1. The yield is 0.910. (3) The reactants are S(Cl)(Cl)=O.[Cl:5][C:6]1[CH:7]=[C:8]([C:15]([CH3:20])([CH3:19])[C:16]([OH:18])=O)[CH:9]=[CH:10][C:11]=1[N+:12]([O-:14])=[O:13].C(N(C(C)C)CC)(C)C.[CH2:30]([NH:34][CH2:35][CH:36]([CH3:38])[CH3:37])[CH:31]([CH3:33])[CH3:32]. The catalyst is ClCCl. The product is [Cl:5][C:6]1[CH:7]=[C:8]([C:15]([CH3:20])([CH3:19])[C:16]([N:34]([CH2:35][CH:36]([CH3:38])[CH3:37])[CH2:30][CH:31]([CH3:33])[CH3:32])=[O:18])[CH:9]=[CH:10][C:11]=1[N+:12]([O-:14])=[O:13]. The yield is 0.820. (4) The reactants are [C:1]12([C:11]3[CH:12]=[C:13]([C:25]4[CH:30]=[CH:29][CH:28]=[C:27]([CH:31]([OH:33])[CH3:32])[CH:26]=4)[CH:14]=[CH:15][C:16]=3[O:17][Si:18]([C:21]([CH3:24])([CH3:23])[CH3:22])([CH3:20])[CH3:19])[CH2:10][CH:5]3[CH2:6][CH:7]([CH2:9][CH:3]([CH2:4]3)[CH2:2]1)[CH2:8]2. The catalyst is C(Cl)Cl.O=[Mn]=O. The product is [C:1]12([C:11]3[CH:12]=[C:13]([C:25]4[CH:30]=[CH:29][CH:28]=[C:27]([C:31](=[O:33])[CH3:32])[CH:26]=4)[CH:14]=[CH:15][C:16]=3[O:17][Si:18]([C:21]([CH3:23])([CH3:24])[CH3:22])([CH3:20])[CH3:19])[CH2:10][CH:5]3[CH2:6][CH:7]([CH2:9][CH:3]([CH2:4]3)[CH2:2]1)[CH2:8]2. The yield is 1.00.